From a dataset of Forward reaction prediction with 1.9M reactions from USPTO patents (1976-2016). Predict the product of the given reaction. (1) Given the reactants [F:1][C:2]1[C:11]2[CH2:10][N:9]([C@H:12]([CH:16]([CH3:18])[CH3:17])[C:13]([OH:15])=O)[C:8](=[O:19])[C:7]3=[CH:20][NH:21][C:5]([C:6]=23)=[N:4][CH:3]=1.C[NH:23][CH2:24][CH2:25][C:26]#N.C1C=CC2N(O)N=NC=2C=1.C(Cl)CCl.CN([CH:45]=[O:46])C, predict the reaction product. The product is: [F:1][C:2]1[C:11]2[CH2:10][N:9]([C@H:12]([CH:16]([CH3:17])[CH3:18])[C:13]([NH:23][CH:24]3[CH2:25][CH2:26][O:46][CH2:45]3)=[O:15])[C:8](=[O:19])[C:7]3=[CH:20][NH:21][C:5]([C:6]=23)=[N:4][CH:3]=1. (2) The product is: [CH2:1]([O:3][C:4]1[O:22][C:12]([C:14]2[CH:15]=[CH:16][C:17]([O:20][CH3:21])=[CH:18][CH:19]=2)=[N:11][C:5]=1[C:6]([O:8][CH2:9][CH3:10])=[O:7])[CH3:2]. Given the reactants [CH2:1]([O:3][C:4](=[O:22])[CH:5]([NH:11][C:12]([C:14]1[CH:19]=[CH:18][C:17]([O:20][CH3:21])=[CH:16][CH:15]=1)=O)[C:6]([O:8][CH2:9][CH3:10])=[O:7])[CH3:2].P(Cl)(Cl)(Cl)(Cl)Cl, predict the reaction product.